Dataset: Forward reaction prediction with 1.9M reactions from USPTO patents (1976-2016). Task: Predict the product of the given reaction. (1) Given the reactants [Cl:1][C:2]1[CH:7]=[CH:6][C:5]([C:8]2[C:16]3[C:11](=[N:12][CH:13]=[N:14][C:15]=3[NH2:17])[NH:10][N:9]=2)=[CH:4][CH:3]=1.N1C=CC=CC=1.Cl[C:25]([O:27][CH3:28])=[O:26].O, predict the reaction product. The product is: [CH3:28][O:27][C:25]([N:10]1[C:11]2=[N:12][CH:13]=[N:14][C:15]([NH2:17])=[C:16]2[C:8]([C:5]2[CH:6]=[CH:7][C:2]([Cl:1])=[CH:3][CH:4]=2)=[N:9]1)=[O:26]. (2) Given the reactants C([O:3][C:4](=O)[CH2:5][N:6]1[CH2:11][CH2:10][CH2:9][CH2:8][CH:7]1[CH3:12])C.[NH2:14][NH2:15], predict the reaction product. The product is: [CH3:12][CH:7]1[CH2:8][CH2:9][CH2:10][CH2:11][N:6]1[CH2:5][C:4]([NH:14][NH2:15])=[O:3]. (3) Given the reactants [CH3:1][O:2][C:3]([C@@H:5]1[CH2:18][C@H:17]([O:19][S:20]([C:23]2[CH:28]=[CH:27][CH:26]=[CH:25][CH:24]=2)(=[O:22])=[O:21])[C:16](=[O:29])[C@H:15]2[C@@:6]1([CH3:37])[CH2:7][CH2:8][C@H:9]1[C@:14]2([CH3:30])[CH2:13][C@@H:12]([C:31]2[CH:35]=[CH:34][O:33][CH:32]=2)[O:11][C:10]1=[O:36])=[O:4].[CH3:38][O:39]C1C=CC(S(Cl)(=O)=O)=CC=1, predict the reaction product. The product is: [CH3:1][O:2][C:3]([C@@H:5]1[CH2:18][C@H:17]([O:19][S:20]([C:23]2[CH:28]=[CH:27][C:26]([O:39][CH3:38])=[CH:25][CH:24]=2)(=[O:22])=[O:21])[C:16](=[O:29])[C@H:15]2[C@@:6]1([CH3:37])[CH2:7][CH2:8][C@H:9]1[C@:14]2([CH3:30])[CH2:13][C@@H:12]([C:31]2[CH:35]=[CH:34][O:33][CH:32]=2)[O:11][C:10]1=[O:36])=[O:4]. (4) Given the reactants [CH3:1][N:2]([CH3:11])[S:3]([N:6]1[CH:10]=[CH:9][N:8]=[CH:7]1)(=[O:5])=[O:4].[Li]CCCC.C1(C)C=CC=C[C:18]=1[C:23]1[CH:30]=[CH:29][C:26]([CH:27]=[O:28])=[CH:25][CH:24]=1, predict the reaction product. The product is: [OH:28][CH:27]([C:26]1[CH:29]=[CH:30][C:23]([CH3:18])=[CH:24][CH:25]=1)[C:7]1[N:6]([S:3]([N:2]([CH3:11])[CH3:1])(=[O:4])=[O:5])[CH:10]=[CH:9][N:8]=1. (5) Given the reactants [NH2:1][C:2]1[C:3]([CH3:21])=[C:4]([CH:18]=[CH:19][CH:20]=1)[O:5][CH:6]1[CH2:10][CH2:9][N:8]([C:11]([O:13][C:14]([CH3:17])([CH3:16])[CH3:15])=[O:12])[CH2:7]1.C([O-])(=O)C.[K+].C(OC(=O)C)(=O)C.C(O[N:40]=O)CC(C)C, predict the reaction product. The product is: [NH:1]1[C:2]2[C:3](=[C:4]([O:5][CH:6]3[CH2:10][CH2:9][N:8]([C:11]([O:13][C:14]([CH3:15])([CH3:16])[CH3:17])=[O:12])[CH2:7]3)[CH:18]=[CH:19][CH:20]=2)[CH:21]=[N:40]1. (6) Given the reactants Cl[C:2]1[CH:7]=[CH:6][C:5]([N+:8]([O-])=O)=[CH:4][N:3]=1.[NH:11]1[CH2:16][CH2:15][CH:14]([NH:17][C:18](=[O:24])[O:19][C:20]([CH3:23])([CH3:22])[CH3:21])[CH2:13][CH2:12]1, predict the reaction product. The product is: [NH2:8][C:5]1[CH:6]=[CH:7][C:2]([N:11]2[CH2:12][CH2:13][CH:14]([NH:17][C:18](=[O:24])[O:19][C:20]([CH3:22])([CH3:21])[CH3:23])[CH2:15][CH2:16]2)=[N:3][CH:4]=1. (7) Given the reactants [OH:1][C:2]1[CH:23]=[CH:22][C:5]2[CH:6]=[C:7]([C:9](=O)[CH2:10][C:11](=O)/[CH:12]=[CH:13]/[C:14]3[CH:19]=[CH:18][CH:17]=[CH:16][CH:15]=3)[O:8][C:4]=2[CH:3]=1.O.[NH2:25][NH2:26], predict the reaction product. The product is: [C:14]1(/[CH:13]=[CH:12]/[C:11]2[NH:26][N:25]=[C:9]([C:7]3[O:8][C:4]4[CH:3]=[C:2]([OH:1])[CH:23]=[CH:22][C:5]=4[CH:6]=3)[CH:10]=2)[CH:19]=[CH:18][CH:17]=[CH:16][CH:15]=1. (8) Given the reactants Br[C:2]1C=CC(C(OC)=O)=C(C)C=1.[F:13][C:14]1[C:22]([I:23])=[CH:21][C:17]([C:18]([OH:20])=[O:19])=[C:16]([CH3:24])[CH:15]=1, predict the reaction product. The product is: [F:13][C:14]1[C:22]([I:23])=[CH:21][C:17]([C:18]([O:20][CH3:2])=[O:19])=[C:16]([CH3:24])[CH:15]=1. (9) Given the reactants Cl[S:2]([N:5]=C=O)(=[O:4])=[O:3].C(O)=O.[NH2:11][C:12]1[CH:19]=[CH:18][CH:17]=[C:16]([O:20][CH2:21][C:22]2[CH:27]=[CH:26][C:25]([O:28][CH3:29])=[CH:24][CH:23]=2)[C:13]=1[C:14]#[N:15].CCN(CC)CC, predict the reaction product. The product is: [S:2]([NH:11][C:12]1[CH:19]=[CH:18][CH:17]=[C:16]([O:20][CH2:21][C:22]2[CH:23]=[CH:24][C:25]([O:28][CH3:29])=[CH:26][CH:27]=2)[C:13]=1[C:14]#[N:15])(=[O:4])(=[O:3])[NH2:5]. (10) The product is: [OH:7][CH2:6][CH2:5][N:4]([CH:1]([CH3:3])[CH3:2])[C:8](=[O:9])[O:10][C:11]([CH3:14])([CH3:13])[CH3:12]. Given the reactants [CH:1]([NH:4][CH2:5][CH2:6][OH:7])([CH3:3])[CH3:2].[C:8](O[C:8]([O:10][C:11]([CH3:14])([CH3:13])[CH3:12])=[O:9])([O:10][C:11]([CH3:14])([CH3:13])[CH3:12])=[O:9], predict the reaction product.